Predict the product of the given reaction. From a dataset of Forward reaction prediction with 1.9M reactions from USPTO patents (1976-2016). (1) Given the reactants [C:1]([O:5][C:6]([NH:8][C@H:9]([CH2:29][OH:30])[CH2:10][C:11]1[CH:28]=[CH:27][C:14]([O:15][CH2:16][C:17]2[CH:26]=[CH:25][C:20]([C:21]([O:23][CH3:24])=[O:22])=[CH:19][CH:18]=2)=[CH:13][CH:12]=1)=[O:7])([CH3:4])([CH3:3])[CH3:2].CC(OI1(OC(C)=O)(OC(C)=O)OC(=O)C2C=CC=CC1=2)=O, predict the reaction product. The product is: [C:1]([O:5][C:6]([NH:8][C@H:9]([CH:29]=[O:30])[CH2:10][C:11]1[CH:28]=[CH:27][C:14]([O:15][CH2:16][C:17]2[CH:18]=[CH:19][C:20]([C:21]([O:23][CH3:24])=[O:22])=[CH:25][CH:26]=2)=[CH:13][CH:12]=1)=[O:7])([CH3:4])([CH3:3])[CH3:2]. (2) Given the reactants [Br:1][C:2]1[CH:3]=[C:4]([C:8]([NH:15][C:16](=[O:19])[CH2:17]Cl)([C:10]2[CH:14]=[CH:13][NH:12][N:11]=2)[CH3:9])[CH:5]=[CH:6][CH:7]=1.[H-].[Na+], predict the reaction product. The product is: [Br:1][C:2]1[CH:3]=[C:4]([C:8]2([CH3:9])[NH:15][C:16](=[O:19])[CH2:17][N:11]3[N:12]=[CH:13][CH:14]=[C:10]23)[CH:5]=[CH:6][CH:7]=1.